Predict the product of the given reaction. From a dataset of Forward reaction prediction with 1.9M reactions from USPTO patents (1976-2016). (1) Given the reactants C(OC([NH:8][CH2:9][C:10]1([C:16]([OH:18])=[O:17])[CH2:12][CH:11]1[CH:13]([CH3:15])[CH3:14])=O)(C)(C)C.[ClH:19].CCOCC, predict the reaction product. The product is: [ClH:19].[NH2:8][CH2:9][C:10]1([C:16]([OH:18])=[O:17])[CH2:12][CH:11]1[CH:13]([CH3:15])[CH3:14]. (2) Given the reactants [F:1][C:2]1[C:10]2[CH2:9][CH2:8][CH2:7][CH2:6][C:5]=2[N:4]2[CH2:11][CH2:12][N:13]([C:16]3[N:23]=[CH:22][CH:21]=[C:20]([C:24]4[CH:29]=[C:28]([NH:30][C:31]5[CH:36]=[CH:35][CH:34]=[CH:33][N:32]=5)[C:27](=[O:37])[N:26]([CH3:38])[CH:25]=4)[C:17]=3[CH:18]=[O:19])[C:14](=[O:15])[C:3]=12.[BH4-].[Na+], predict the reaction product. The product is: [F:1][C:2]1[C:10]2[CH2:9][CH2:8][CH2:7][CH2:6][C:5]=2[N:4]2[CH2:11][CH2:12][N:13]([C:16]3[C:17]([CH2:18][OH:19])=[C:20]([C:24]4[CH:29]=[C:28]([NH:30][C:31]5[CH:36]=[CH:35][CH:34]=[CH:33][N:32]=5)[C:27](=[O:37])[N:26]([CH3:38])[CH:25]=4)[CH:21]=[CH:22][N:23]=3)[C:14](=[O:15])[C:3]=12. (3) Given the reactants [CH:1]1([S:4]([C:7]2[CH:12]=[CH:11][C:10]([CH:13]([C:21]3[NH:25][C:24]([C:26]4[CH:31]=[CH:30][CH:29]=[CH:28][N:27]=4)=[CH:23][CH:22]=3)[CH2:14][CH:15]3[CH2:20][CH2:19][O:18][CH2:17][CH2:16]3)=[CH:9][CH:8]=2)(=[O:6])=[O:5])[CH2:3][CH2:2]1.[Cl:32]N1C(=O)CCC1=O, predict the reaction product. The product is: [Cl:32][C:23]1[CH:22]=[C:21]([CH:13]([C:10]2[CH:9]=[CH:8][C:7]([S:4]([CH:1]3[CH2:2][CH2:3]3)(=[O:6])=[O:5])=[CH:12][CH:11]=2)[CH2:14][CH:15]2[CH2:20][CH2:19][O:18][CH2:17][CH2:16]2)[NH:25][C:24]=1[C:26]1[CH:31]=[CH:30][CH:29]=[CH:28][N:27]=1. (4) Given the reactants FC(F)(F)[C:3](O)=[O:4].[NH2:8][C@H:9]1[C:17]2[C:12](=[CH:13][CH:14]=[CH:15][CH:16]=2)[CH2:11][C@@H:10]1[NH:18][C:19]([C:21]1[NH:25][C:24]2[C:26]([Cl:30])=[C:27]([Cl:29])[S:28][C:23]=2[CH:22]=1)=[O:20].C(O)=O.CCN(C(C)C)C(C)C.C1C=CC2N(O)N=NC=2C=1.CCN=C=NCCCN(C)C, predict the reaction product. The product is: [Cl:29][C:27]1[S:28][C:23]2[CH:22]=[C:21]([C:19]([NH:18][C@H:10]3[CH2:11][C:12]4[C:17](=[CH:16][CH:15]=[CH:14][CH:13]=4)[C@@H:9]3[NH:8][CH:3]=[O:4])=[O:20])[NH:25][C:24]=2[C:26]=1[Cl:30].